Dataset: Full USPTO retrosynthesis dataset with 1.9M reactions from patents (1976-2016). Task: Predict the reactants needed to synthesize the given product. (1) Given the product [F:1][C:2]1[C:11]([O:12][CH3:13])=[CH:10][CH:9]=[C:8]([CH3:14])[C:3]=1[C:4]([OH:6])=[O:5], predict the reactants needed to synthesize it. The reactants are: [F:1][C:2]1[C:11]([O:12][CH3:13])=[CH:10][CH:9]=[C:8]([CH3:14])[C:3]=1[C:4]([O:6]C)=[O:5].CO.[OH-].[K+].Cl. (2) Given the product [OH:4][C:5]1[CH:10]=[CH:9][C:8]([C:11]2[CH:12]([C:25]3[CH:26]=[CH:27][CH:28]=[CH:29][CH:30]=3)[O:13][C:14]3[C:19]([CH:20]=2)=[CH:18][CH:17]=[C:16]([OH:21])[CH:15]=3)=[CH:7][CH:6]=1, predict the reactants needed to synthesize it. The reactants are: C([O:4][C:5]1[CH:10]=[CH:9][C:8]([C:11]2[CH:12]([C:25]3[CH:30]=[CH:29][CH:28]=[CH:27][CH:26]=3)[O:13][C:14]3[C:19]([CH:20]=2)=[CH:18][CH:17]=[C:16]([O:21]C(=O)C)[CH:15]=3)=[CH:7][CH:6]=1)(=O)C.C(O)(=O)C.O. (3) Given the product [CH:13]1([C@H:8]([N:7]=[C:1]=[O:2])[C:9]([O:11][CH3:12])=[O:10])[CH2:18][CH2:17][CH2:16][CH2:15][CH2:14]1, predict the reactants needed to synthesize it. The reactants are: [C:1]([O-])(O)=[O:2].[Na+].Cl.[NH2:7][C@@H:8]([CH:13]1[CH2:18][CH2:17][CH2:16][CH2:15][CH2:14]1)[C:9]([O:11][CH3:12])=[O:10].ClC(Cl)(OC(=O)OC(Cl)(Cl)Cl)Cl. (4) The reactants are: [C:1]1([C:7]2[N:8]=[C:9]([NH2:12])[S:10][CH:11]=2)[CH:6]=[CH:5][CH:4]=[CH:3][CH:2]=1.[Cl:13][CH2:14][C:15](Cl)=[O:16].C(OCC)(=O)C. Given the product [Cl:13][CH2:14][C:15]([NH:12][C:9]1[S:10][CH:11]=[C:7]([C:1]2[CH:2]=[CH:3][CH:4]=[CH:5][CH:6]=2)[N:8]=1)=[O:16], predict the reactants needed to synthesize it. (5) Given the product [Cl:22][C:23]1[CH:24]=[CH:25][C:26]([NH:29][C:30]([CH:32]2[CH2:37][CH2:36][CH2:35][N:34]([C:12]([C:8]3[CH:7]=[C:6]([C:2]4[O:1][CH:5]=[CH:4][CH:3]=4)[CH:11]=[CH:10][N:9]=3)=[O:14])[CH2:33]2)=[O:31])=[CH:27][CH:28]=1, predict the reactants needed to synthesize it. The reactants are: [O:1]1[CH:5]=[CH:4][CH:3]=[C:2]1[C:6]1[CH:11]=[CH:10][N:9]=[C:8]([C:12]([OH:14])=O)[CH:7]=1.FC(F)(F)C(O)=O.[Cl:22][C:23]1[CH:28]=[CH:27][C:26]([NH:29][C:30]([CH:32]2[CH2:37][CH2:36][CH2:35][NH:34][CH2:33]2)=[O:31])=[CH:25][CH:24]=1.C(N(CC)C(C)C)(C)C.Cl.C(N=C=NCCCN(C)C)C. (6) Given the product [Cl:1][C:2]1[CH:7]=[CH:6][C:5]([C@H:8]([NH:11][C:12]2[CH:17]=[C:16]([CH:18]=[O:19])[C:15]([CH3:23])=[N:14][CH:13]=2)[CH2:9][CH3:10])=[CH:4][C:3]=1[CH3:24], predict the reactants needed to synthesize it. The reactants are: [Cl:1][C:2]1[CH:7]=[CH:6][C:5]([C@H:8]([NH:11][C:12]2[CH:13]=[N:14][C:15]([CH3:23])=[C:16]([CH:18](OC)[O:19]C)[CH:17]=2)[CH2:9][CH3:10])=[CH:4][C:3]=1[CH3:24]. (7) Given the product [CH3:8][O:9][C:10]([C:12]1[CH:13]=[C:14]([CH3:34])[C:15]2[O:21][C:20]3[C:22]([Cl:30])=[CH:23][C:24]([NH:26][CH2:27][CH2:28][NH:7][CH2:1][C:2]4[O:6][CH:5]=[CH:4][CH:3]=4)=[CH:25][C:19]=3[CH2:18][S:17](=[O:31])(=[O:32])[C:16]=2[CH:33]=1)=[O:11], predict the reactants needed to synthesize it. The reactants are: [CH2:1]([NH2:7])[C:2]1[O:6][CH:5]=[CH:4][CH:3]=1.[CH3:8][O:9][C:10]([C:12]1[CH:13]=[C:14]([CH3:34])[C:15]2[O:21][C:20]3[C:22]([Cl:30])=[CH:23][C:24]([NH:26][CH2:27][CH2:28]Cl)=[CH:25][C:19]=3[CH2:18][S:17](=[O:32])(=[O:31])[C:16]=2[CH:33]=1)=[O:11]. (8) The reactants are: [C:1]([O:5][C:6](=[O:15])[C:7]1[CH:12]=[CH:11][C:10]([Cl:13])=[C:9](Br)[CH:8]=1)([CH3:4])([CH3:3])[CH3:2].C([Li])CCC.[C:21](=[O:23])=[O:22].O. Given the product [C:1]([O:5][C:6](=[O:15])[C:7]1[CH:12]=[CH:11][C:10]([Cl:13])=[C:9]([C:21]([OH:23])=[O:22])[CH:8]=1)([CH3:4])([CH3:3])[CH3:2], predict the reactants needed to synthesize it. (9) Given the product [ClH:1].[CH3:38][N:2]1[CH2:3][CH2:4][CH:5]([O:8][C:9]2[CH:14]=[CH:13][N:12]3[N:15]=[C:16]([C:28]4[CH:29]=[CH:30][CH:31]=[CH:32][CH:33]=4)[C:17]([C:18]4[CH:19]=[CH:20][C:21](=[O:27])[N:22]([CH:24]([CH3:26])[CH3:25])[N:23]=4)=[C:11]3[CH:10]=2)[CH2:6][CH2:7]1, predict the reactants needed to synthesize it. The reactants are: [ClH:1].[NH:2]1[CH2:7][CH2:6][CH:5]([O:8][C:9]2[CH:14]=[CH:13][N:12]3[N:15]=[C:16]([C:28]4[CH:33]=[CH:32][CH:31]=[CH:30][CH:29]=4)[C:17]([C:18]4[CH:19]=[CH:20][C:21](=[O:27])[N:22]([CH:24]([CH3:26])[CH3:25])[N:23]=4)=[C:11]3[CH:10]=2)[CH2:4][CH2:3]1.C=O.[BH-](OC(C)=O)(OC(C)=O)O[C:38](C)=O.[Na+].C(=O)([O-])O.[Na+].